This data is from Full USPTO retrosynthesis dataset with 1.9M reactions from patents (1976-2016). The task is: Predict the reactants needed to synthesize the given product. (1) Given the product [CH2:15]([N:7]([CH2:5][CH3:6])[C:8]1[CH:13]=[CH:12][C:11]([N:14]2[N:22]=[C:31]3[CH:32]=[CH:33][C:28]([NH2:35])=[CH:29][C:30]3=[N:34]2)=[CH:10][CH:9]=1)[CH3:16], predict the reactants needed to synthesize it. The reactants are: N([O-])=O.[Na+].[CH2:5]([N:7]([CH2:15][CH3:16])[C:8]1[CH:13]=[CH:12][C:11]([NH2:14])=[CH:10][CH:9]=1)[CH3:6].S(=O)(=O)([O-])N.[NH4+:22].C([O-])(=O)C.[Na+].[C:28]1([NH2:35])[CH:33]=[CH:32][CH:31]=[C:30]([NH2:34])[CH:29]=1.[OH-].[Na+]. (2) Given the product [CH3:29][C:19]1[CH:24]=[CH:23][C:22]([S:25]([O:11][CH2:10][C@H:9]([OH:12])[C:6]2[CH:7]=[N:8][C:3]([O:2][CH3:1])=[CH:4][CH:5]=2)(=[O:27])=[O:26])=[CH:21][CH:20]=1, predict the reactants needed to synthesize it. The reactants are: [CH3:1][O:2][C:3]1[N:8]=[CH:7][C:6]([C@@H:9]([OH:12])[CH2:10][OH:11])=[CH:5][CH:4]=1.N1C=CC=CC=1.[C:19]1([CH3:29])[CH:24]=[CH:23][C:22]([S:25](Cl)(=[O:27])=[O:26])=[CH:21][CH:20]=1. (3) Given the product [CH3:12][C:8]1([C:5]2[CH:6]=[CH:7][C:2]([C:18]([OH:20])=[O:19])=[CH:3][CH:4]=2)[CH2:11][O:10][CH2:9]1, predict the reactants needed to synthesize it. The reactants are: Br[C:2]1[CH:7]=[CH:6][C:5]([C:8]2([CH3:12])[CH2:11][O:10][CH2:9]2)=[CH:4][CH:3]=1.[Li]CCCC.[C:18](=[O:20])=[O:19]. (4) Given the product [NH2:3][CH2:12][C@H:13]([NH:25][C:26]1[S:27][C:30]([C:32]2[CH:33]=[C:34]3[C:39](=[CH:40][CH:41]=2)[CH:38]=[N:37][CH:36]=[CH:35]3)=[N:29][N:28]=1)[CH2:14][C:15]1[CH:20]=[CH:19][CH:18]=[C:17]([C:21]([F:24])([F:23])[F:22])[CH:16]=1, predict the reactants needed to synthesize it. The reactants are: O=C1C2C=CC=CC=2C(=O)[N:3]1[CH2:12][C@H:13]([NH:25][C:26]([NH:28][NH:29][C:30]([C:32]1[CH:33]=[C:34]2[C:39](=[CH:40][CH:41]=1)[CH:38]=[N:37][CH:36]=[CH:35]2)=O)=[S:27])[CH2:14][C:15]1[CH:20]=[CH:19][CH:18]=[C:17]([C:21]([F:24])([F:23])[F:22])[CH:16]=1.N[C@H](CC1C=CC=C(C(F)(F)F)C=1)CN1C(=O)C2C=CC=CC=2C1=O. (5) Given the product [CH2:2]([O:3][CH2:4][CH:5]([CH2:7][OH:8])[OH:6])[CH2:9][CH2:25][CH2:24][CH2:23][CH2:22][CH2:21][CH2:20][CH2:19][CH2:18][CH2:17][CH2:16][CH2:15][CH2:14][CH2:13][CH3:12], predict the reactants needed to synthesize it. The reactants are: C[C:2]1([CH3:9])[O:6][CH:5]([CH2:7][OH:8])[CH2:4][O:3]1.[OH-].[K+].[CH2:12](Br)[CH2:13][CH2:14][CH2:15][CH2:16][CH2:17][CH2:18][CH2:19][CH2:20][CH2:21][CH2:22][CH2:23][CH2:24][CH2:25]CC.